Dataset: Forward reaction prediction with 1.9M reactions from USPTO patents (1976-2016). Task: Predict the product of the given reaction. (1) Given the reactants [F:1][CH:2]([F:18])[C:3]1[C:4]2[C@H:14]3[CH2:15][C@H:13]3[C:12]([F:17])([F:16])[C:5]=2[N:6]([CH2:8][C:9](O)=[O:10])[N:7]=1.[NH2:19][C@H:20]([C:30]1[N:35]=[C:34]([N:36]2[CH2:39][C:38]([CH3:41])([OH:40])[CH2:37]2)[CH:33]=[CH:32][C:31]=1[Br:42])[CH2:21][C:22]1[CH:27]=[C:26]([F:28])[CH:25]=[C:24]([F:29])[CH:23]=1.CN(C(ON1N=NC2C=CC=NC1=2)=[N+](C)C)C.F[P-](F)(F)(F)(F)F.C(N(CC)C(C)C)(C)C, predict the reaction product. The product is: [Br:42][C:31]1[C:30]([C@@H:20]([NH:19][C:9](=[O:10])[CH2:8][N:6]2[C:5]3[C:12]([F:17])([F:16])[C@@H:13]4[CH2:15][C@@H:14]4[C:4]=3[C:3]([CH:2]([F:18])[F:1])=[N:7]2)[CH2:21][C:22]2[CH:27]=[C:26]([F:28])[CH:25]=[C:24]([F:29])[CH:23]=2)=[N:35][C:34]([N:36]2[CH2:39][C:38]([OH:40])([CH3:41])[CH2:37]2)=[CH:33][CH:32]=1. (2) Given the reactants [CH3:1][N:2]([CH3:8])[CH2:3][CH:4]([OH:7])[CH2:5][OH:6].[CH3:9][I:10], predict the reaction product. The product is: [I-:10].[OH:7][CH:4]([CH2:5][OH:6])[CH2:3][N+:2]([CH3:9])([CH3:8])[CH3:1]. (3) Given the reactants NC1C=CC(C)=CC=1[C:4](O)=[O:5].[NH2:12][C:13]1[CH:18]=[CH:17][C:16]([CH3:19])=[CH:15][C:14]=1[C:20]([C:22]1[CH:27]=[CH:26][CH:25]=[CH:24][C:23]=1[O:28][CH3:29])=[O:21].[NH2:30][C:31]1[S:32][CH:33]=[CH:34][N:35]=1, predict the reaction product. The product is: [NH2:12][C:13]1[CH:18]=[CH:17][C:16]([CH3:19])=[CH:15][C:14]=1[C:20]([C:22]1[CH:27]=[CH:26][CH:25]=[CH:24][C:23]=1[O:28][CH3:29])=[O:21].[CH3:29][O:28][C:23]1[CH:24]=[CH:25][CH:26]=[CH:27][C:22]=1[C:20]([C:14]1[CH:15]=[C:16]([CH3:19])[CH:17]=[CH:18][C:13]=1[NH:12][C:4]([NH:30][C:31]1[S:32][CH:33]=[CH:34][N:35]=1)=[O:5])=[O:21]. (4) Given the reactants CO[C:3](=[O:20])[C:4]#[C:5][C:6]([C:12]1[CH:17]=[C:16]([Cl:18])[CH:15]=[C:14]([Cl:19])[CH:13]=1)([OH:11])[C:7]([F:10])([F:9])[F:8].C(N(CCCC)CCCC)CCC.[CH3:34][O:35][C:36](=[O:45])[C:37]1[CH:42]=[CH:41][C:40](I)=[CH:39][C:38]=1[CH3:44].C1(C)C=CC=CC=1P(C1C=CC=CC=1C)C1C=CC=CC=1C, predict the reaction product. The product is: [CH3:34][O:35][C:36](=[O:45])[C:37]1[CH:42]=[CH:41][C:40]([C:4]2[C:3](=[O:20])[O:11][C:6]([C:12]3[CH:13]=[C:14]([Cl:19])[CH:15]=[C:16]([Cl:18])[CH:17]=3)([C:7]([F:8])([F:9])[F:10])[CH:5]=2)=[CH:39][C:38]=1[CH3:44]. (5) Given the reactants Cl.[CH3:2][O:3][C:4]1[C:9]2[N:10]=[C:11]([C:13]3[NH:22][C:16]4[CH2:17][CH2:18][NH:19][CH2:20][CH2:21][C:15]=4[N:14]=3)[S:12][C:8]=2[C:7]([N:23]2[CH2:28][CH2:27][O:26][CH2:25][CH2:24]2)=[CH:6][CH:5]=1.C(N(C(C)C)C(C)C)C.Cl.[Cl:39][CH2:40][C:41]1[CH:42]=[C:43]([CH:47]=[CH:48][N:49]=1)[C:44](Cl)=[O:45], predict the reaction product. The product is: [Cl:39][CH2:40][C:41]1[CH:42]=[C:43]([C:44]([N:19]2[CH2:20][CH2:21][C:15]3[N:14]=[C:13]([C:11]4[S:12][C:8]5[C:7]([N:23]6[CH2:24][CH2:25][O:26][CH2:27][CH2:28]6)=[CH:6][CH:5]=[C:4]([O:3][CH3:2])[C:9]=5[N:10]=4)[NH:22][C:16]=3[CH2:17][CH2:18]2)=[O:45])[CH:47]=[CH:48][N:49]=1.